The task is: Predict the reaction yield, written as a fraction of the theoretical maximum amount of product (1.0 means a 100% yield; for example, 0.34 means a 34% yield).. This data is from Reaction yield outcomes from USPTO patents with 853,638 reactions. (1) The reactants are Cl[Si](C)(C)C.[I-].[Na+].C[O:9][C:10]1[CH:15]=[CH:14][N:13]=[C:12]([C:16]2[CH:17]=[N:18][N:19]3[CH:24]=[CH:23][C:22]([C:25]#[N:26])=[CH:21][C:20]=23)[N:11]=1. The catalyst is C(#N)C. The product is [OH:9][C:10]1[CH:15]=[CH:14][N:13]=[C:12]([C:16]2[CH:17]=[N:18][N:19]3[CH:24]=[CH:23][C:22]([C:25]#[N:26])=[CH:21][C:20]=23)[N:11]=1. The yield is 1.00. (2) The reactants are O[CH2:2][CH:3]1[CH2:8][CH2:7][N:6]([C:9](=[O:13])[S:10][CH2:11][CH3:12])[CH2:5][CH2:4]1.C1(P(C2C=CC=CC=2)C2C=CC=CC=2)C=CC=CC=1.[Br:33]N1C(=O)CCC1=O. The catalyst is ClCCl. The product is [Br:33][CH2:2][CH:3]1[CH2:8][CH2:7][N:6]([C:9](=[O:13])[S:10][CH2:11][CH3:12])[CH2:5][CH2:4]1. The yield is 0.880.